Dataset: Full USPTO retrosynthesis dataset with 1.9M reactions from patents (1976-2016). Task: Predict the reactants needed to synthesize the given product. (1) The reactants are: [CH2:1]([O:8][C:9]([N:11]1[CH2:16][CH2:15][CH:14]([C:17](=O)[CH3:18])[CH2:13][CH2:12]1)=[O:10])[C:2]1[CH:7]=[CH:6][CH:5]=[CH:4][CH:3]=1.[NH2:20][C:21]1[C:26]([CH:27]=O)=[CH:25][CH:24]=[CH:23][N:22]=1.N1CCC[C@H]1C(O)=O. Given the product [CH2:1]([O:8][C:9]([N:11]1[CH2:16][CH2:15][CH:14]([C:17]2[CH:18]=[CH:27][C:26]3[C:21](=[N:22][CH:23]=[CH:24][CH:25]=3)[N:20]=2)[CH2:13][CH2:12]1)=[O:10])[C:2]1[CH:7]=[CH:6][CH:5]=[CH:4][CH:3]=1, predict the reactants needed to synthesize it. (2) Given the product [C:28]([N:20]1[CH2:21][C:16]2[C:15]([N:22]3[CH2:23][CH2:24][O:25][CH2:26][CH2:27]3)=[N:14][C:13]([C:10]3[CH:11]=[CH:12][C:7]([NH:6][C:4]([NH:3][CH2:1][CH3:2])=[O:5])=[CH:8][CH:9]=3)=[N:18][C:17]=2[CH2:19]1)(=[O:35])[C:29]1[CH:34]=[CH:33][CH:32]=[CH:31][CH:30]=1, predict the reactants needed to synthesize it. The reactants are: [CH2:1]([NH:3][C:4]([NH:6][C:7]1[CH:12]=[CH:11][C:10]([C:13]2[N:14]=[C:15]([N:22]3[CH2:27][CH2:26][O:25][CH2:24][CH2:23]3)[C:16]3[CH2:21][NH:20][CH2:19][C:17]=3[N:18]=2)=[CH:9][CH:8]=1)=[O:5])[CH3:2].[C:28](Cl)(=[O:35])[C:29]1[CH:34]=[CH:33][CH:32]=[CH:31][CH:30]=1. (3) The reactants are: Cl[C:2]1[CH:7]=[C:6]([O:8][C:9]2[CH:14]=[CH:13][C:12]([NH:15][C:16](=[O:22])[O:17][C:18]([CH3:21])([CH3:20])[CH3:19])=[CH:11][C:10]=2[F:23])[CH:5]=[CH:4][N:3]=1.CC([O-])(C)C.[Na+].[CH2:30]([NH2:37])[C:31]1[CH:36]=[CH:35][CH:34]=[CH:33][CH:32]=1. Given the product [C:18]([O:17][C:16](=[O:22])[NH:15][C:12]1[CH:13]=[CH:14][C:9]([O:8][C:6]2[CH:5]=[CH:4][N:3]=[C:2]([NH:37][CH2:30][C:31]3[CH:36]=[CH:35][CH:34]=[CH:33][CH:32]=3)[CH:7]=2)=[C:10]([F:23])[CH:11]=1)([CH3:21])([CH3:20])[CH3:19], predict the reactants needed to synthesize it. (4) Given the product [Cl:1][C:2]1[CH:3]=[CH:4][C:5]([C:8]2[CH:9]=[CH:10][C:11]([C:14]#[C:15][C:16]3[CH:17]=[CH:18][C:19]([O:20][CH2:21][CH2:22][N:23]([CH:30]4[CH2:34][CH2:33][CH2:32][CH2:31]4)[CH2:24][CH:25]4[CH2:27][CH2:26]4)=[CH:28][CH:29]=3)=[N:12][CH:13]=2)=[CH:6][CH:7]=1, predict the reactants needed to synthesize it. The reactants are: [Cl:1][C:2]1[CH:7]=[CH:6][C:5]([C:8]2[CH:9]=[CH:10][C:11]([C:14]#[C:15][C:16]3[CH:29]=[CH:28][C:19]([O:20][CH2:21][CH2:22][NH:23][CH2:24][CH:25]4[CH2:27][CH2:26]4)=[CH:18][CH:17]=3)=[N:12][CH:13]=2)=[CH:4][CH:3]=1.[C:30]1(=O)[CH2:34][CH2:33][CH2:32][CH2:31]1.C(O[BH-](OC(=O)C)OC(=O)C)(=O)C.[Na+].C(=O)([O-])[O-].[K+].[K+]. (5) The reactants are: [NH:1]1[CH2:4][CH:3]([O:5][C:6]2[CH:17]=[CH:16][C:9]([CH2:10][N:11]3[CH2:15][CH2:14][CH2:13][CH2:12]3)=[CH:8][CH:7]=2)[CH2:2]1.[Cl:18][C:19]1[CH:24]=[CH:23][C:22]([C:25]2[O:29][C:28]([C:30](OCC)=[O:31])=[N:27][N:26]=2)=[CH:21][CH:20]=1. Given the product [Cl:18][C:19]1[CH:20]=[CH:21][C:22]([C:25]2[O:29][C:28]([C:30]([N:1]3[CH2:2][CH:3]([O:5][C:6]4[CH:17]=[CH:16][C:9]([CH2:10][N:11]5[CH2:12][CH2:13][CH2:14][CH2:15]5)=[CH:8][CH:7]=4)[CH2:4]3)=[O:31])=[N:27][N:26]=2)=[CH:23][CH:24]=1, predict the reactants needed to synthesize it.